The task is: Predict the product of the given reaction.. This data is from Forward reaction prediction with 1.9M reactions from USPTO patents (1976-2016). The product is: [Cl:1][C:2]1[S:6][C:5]([C:7]([NH:9][CH2:10][C:11]2[N:12]=[CH:13][N:14]([C:16]3[CH:21]=[CH:20][C:19]([N:22]4[CH:27]=[CH:26][CH:25]=[CH:24][C:23]4=[O:28])=[CH:18][C:17]=3[N:35]3[CH2:34][CH2:33][NH:32][C:31](=[O:30])[CH2:36]3)[CH:15]=2)=[O:8])=[CH:4][CH:3]=1. Given the reactants [Cl:1][C:2]1[S:6][C:5]([C:7]([NH:9][CH2:10][C:11]2[N:12]=[CH:13][N:14]([C:16]3[CH:21]=[CH:20][C:19]([N:22]4[CH:27]=[CH:26][CH:25]=[CH:24][C:23]4=[O:28])=[CH:18][C:17]=3F)[CH:15]=2)=[O:8])=[CH:4][CH:3]=1.[O:30]=[C:31]1[CH2:36][NH:35][CH2:34][CH2:33][NH:32]1, predict the reaction product.